Dataset: Catalyst prediction with 721,799 reactions and 888 catalyst types from USPTO. Task: Predict which catalyst facilitates the given reaction. (1) Reactant: [Cl:1][C:2]1[C:7]([C:8]#[C:9][C:10]2[CH:15]=[CH:14][C:13]([Cl:16])=[CH:12][CH:11]=2)=[CH:6][N:5]=[CH:4][N:3]=1.[OH:17][C:18]1[CH:24]=[CH:23][C:21]([NH2:22])=[CH:20][CH:19]=1. Product: [ClH:1].[Cl:16][C:13]1[CH:14]=[CH:15][C:10]([C:9]#[C:8][C:7]2[C:2]([NH:22][C:21]3[CH:23]=[CH:24][C:18]([OH:17])=[CH:19][CH:20]=3)=[N:3][CH:4]=[N:5][CH:6]=2)=[CH:11][CH:12]=1. The catalyst class is: 8. (2) Reactant: [OH:1]/[N:2]=[C:3](\[NH:5][C:6](=O)[C:7]1[CH:12]=[CH:11][CH:10]=[CH:9][C:8]=1[NH:13][C:14]1[N:18]([C:19]2[CH:24]=[CH:23][CH:22]=[CH:21][CH:20]=2)[N:17]=[C:16]([CH3:25])[CH:15]=1)/[CH3:4].[OH-].[CH3:28][O:29]C(NS([N+](CC)(CC)CC)(=O)=O)=O. Product: [CH3:28][O:29][C:11]1[CH:10]=[CH:9][C:8]([NH:13][C:14]2[N:18]([C:19]3[CH:24]=[CH:23][CH:22]=[CH:21][CH:20]=3)[N:17]=[C:16]([CH3:25])[CH:15]=2)=[C:7]([C:6]2[O:1][N:2]=[C:3]([CH3:4])[N:5]=2)[CH:12]=1. The catalyst class is: 1. (3) Reactant: O=[C:2]1[N:7]=[CH:6][NH:5][C:4]2[CH:8]=[C:9]([C:12]#[N:13])[CH:10]=[N:11][C:3]1=2.C(N(CC)C(C)C)(C)C.P(Cl)(Cl)([Cl:25])=O. Product: [Cl:25][C:2]1[C:3]2[N:11]=[CH:10][C:9]([C:12]#[N:13])=[CH:8][C:4]=2[N:5]=[CH:6][N:7]=1. The catalyst class is: 11. (4) Reactant: [CH3:1][O:2][C:3]1[C:11]([S:12]([CH3:14])=[O:13])=[C:10]([C:15]([F:18])([F:17])[F:16])[CH:9]=[CH:8][C:4]=1[C:5]([OH:7])=[O:6].[C:19]1(=O)[CH2:24][CH2:23][CH2:22][C:21](=[O:25])[CH2:20]1.N1C=CC=CC=1.S(Cl)(Cl)=O. Product: [CH3:1][O:2][C:3]1[C:11]([S:12]([CH3:14])=[O:13])=[C:10]([C:15]([F:18])([F:16])[F:17])[CH:9]=[CH:8][C:4]=1[C:5]([O:7][C:19]1[CH2:24][CH2:23][CH2:22][C:21](=[O:25])[CH:20]=1)=[O:6]. The catalyst class is: 84. (5) Reactant: Cl[C:2]1[C:7]([C:8]([F:11])([F:10])[F:9])=[CH:6][N:5]=[C:4]([NH:12][C:13]2[CH:27]=[CH:26][C:16]([CH2:17][P:18](=[O:25])([O:22][CH2:23][CH3:24])[O:19][CH2:20][CH3:21])=[CH:15][C:14]=2[O:28][CH3:29])[N:3]=1.[NH2:30][C:31]1[C:32]([C:44]([NH:46][CH3:47])=[O:45])=[N:33][C:34]([C@H:37]2[CH2:42][CH2:41][C@H:40]([OH:43])[CH2:39][CH2:38]2)=[CH:35][CH:36]=1. Product: [OH:43][C@H:40]1[CH2:41][CH2:42][C@H:37]([C:34]2[N:33]=[C:32]([C:44](=[O:45])[NH:46][CH3:47])[C:31]([NH:30][C:2]3[C:7]([C:8]([F:10])([F:9])[F:11])=[CH:6][N:5]=[C:4]([NH:12][C:13]4[CH:27]=[CH:26][C:16]([CH2:17][P:18](=[O:25])([O:19][CH2:20][CH3:21])[O:22][CH2:23][CH3:24])=[CH:15][C:14]=4[O:28][CH3:29])[N:3]=3)=[CH:36][CH:35]=2)[CH2:38][CH2:39]1. The catalyst class is: 6. (6) Reactant: O[N:2]=[C:3]1[CH2:12][CH2:11][C:10]2[CH:9]=[C:8]([C:13]([O:15][CH3:16])=[O:14])[CH:7]=[CH:6][C:5]=2[CH2:4]1.[ClH:17]. Product: [ClH:17].[NH2:2][CH:3]1[CH2:12][CH2:11][C:10]2[CH:9]=[C:8]([C:13]([O:15][CH3:16])=[O:14])[CH:7]=[CH:6][C:5]=2[CH2:4]1. The catalyst class is: 19. (7) Reactant: CCCC[N+](CCCC)(CCCC)CCCC.[F-].[C:19]([O:23][C:24](=[O:40])[NH:25][N:26]1[CH2:31][CH2:30][CH:29]([O:32][Si](C(C)(C)C)(C)C)[CH2:28][CH2:27]1)([CH3:22])([CH3:21])[CH3:20]. Product: [C:19]([O:23][C:24](=[O:40])[NH:25][N:26]1[CH2:27][CH2:28][CH:29]([OH:32])[CH2:30][CH2:31]1)([CH3:22])([CH3:20])[CH3:21]. The catalyst class is: 1. (8) Reactant: [O:1]=[S:2]1(=[O:16])[C:6]2[CH:7]=[CH:8][CH:9]=[CH:10][C:5]=2[C:4]2[CH:11]=[C:12]([NH2:15])[CH:13]=[CH:14][C:3]1=2.C(N(CC)CC)C.[C:24](Cl)(=[O:28])[CH:25]([CH3:27])[CH3:26]. Product: [O:1]=[S:2]1(=[O:16])[C:6]2[CH:7]=[CH:8][CH:9]=[CH:10][C:5]=2[C:4]2[CH:11]=[C:12]([NH:15][C:24]([CH:25]([CH3:27])[CH3:26])=[O:28])[CH:13]=[CH:14][C:3]1=2. The catalyst class is: 2. (9) Reactant: [O:1]=[C:2]1[CH2:6][CH2:5][CH2:4][N:3]1[C:7]1[C:15]2[N:14]=[N:13][NH:12][C:11]=2[CH:10]=[C:9]([C:16]([O:18][CH3:19])=[O:17])[CH:8]=1.[H-].[Na+].[CH2:22](I)[CH3:23]. Product: [CH2:22]([N:12]1[C:11]2[CH:10]=[C:9]([C:16]([O:18][CH3:19])=[O:17])[CH:8]=[C:7]([N:3]3[CH2:4][CH2:5][CH2:6][C:2]3=[O:1])[C:15]=2[N:14]=[N:13]1)[CH3:23]. The catalyst class is: 3.